From a dataset of Full USPTO retrosynthesis dataset with 1.9M reactions from patents (1976-2016). Predict the reactants needed to synthesize the given product. Given the product [C:6]([O:10][C:11]([N:13]1[CH2:14][CH2:15][N:16]([CH2:19][CH2:20][NH:21][S:2]([CH3:1])(=[O:4])=[O:3])[CH2:17][CH2:18]1)=[O:12])([CH3:9])([CH3:8])[CH3:7], predict the reactants needed to synthesize it. The reactants are: [CH3:1][S:2](Cl)(=[O:4])=[O:3].[C:6]([O:10][C:11]([N:13]1[CH2:18][CH2:17][N:16]([CH2:19][CH2:20][NH2:21])[CH2:15][CH2:14]1)=[O:12])([CH3:9])([CH3:8])[CH3:7].